From a dataset of Reaction yield outcomes from USPTO patents with 853,638 reactions. Predict the reaction yield, written as a fraction of the theoretical maximum amount of product (1.0 means a 100% yield; for example, 0.34 means a 34% yield). (1) The yield is 0.970. The product is [Cl:14][CH2:13][CH2:12][S:8][C:3]1[CH:4]=[CH:5][CH:6]=[CH:7][C:2]=1[NH2:1]. The catalyst is C(O)C.O.C(OCC)(=O)C. The reactants are [NH2:1][C:2]1[CH:7]=[CH:6][CH:5]=[CH:4][C:3]=1[SH:8].[OH-].[Na+].Br[CH2:12][CH2:13][Cl:14]. (2) The reactants are [Cl:1][C:2]1[N:10]=[C:9]2[C:5]([NH:6][CH:7]=[N:8]2)=[C:4]([Cl:11])[N:3]=1.[CH3:12][CH:13](O)[CH2:14][CH3:15].C1(P(C2C=CC=CC=2)C2C=CC=CC=2)C=CC=CC=1. The catalyst is O1CCCC1. The product is [CH:13]([N:8]1[CH:7]=[N:6][C:5]2[C:9]1=[N:10][C:2]([Cl:1])=[N:3][C:4]=2[Cl:11])([CH2:14][CH3:15])[CH3:12]. The yield is 0.500.